Binary Classification. Given a miRNA mature sequence and a target amino acid sequence, predict their likelihood of interaction. From a dataset of Experimentally validated miRNA-target interactions with 360,000+ pairs, plus equal number of negative samples. (1) The miRNA is hsa-miR-19b-2-5p with sequence AGUUUUGCAGGUUUGCAUUUCA. The protein sequence of the target gene is MKLPARVFFTLGSRLPCGLAPRRFFSYGTKILYQNTEALQSKFFSPLQKAMLPPNSFQGKVAFITGGGTGLGKGMTTLLSSLGAQCVIASRKMDVLKATAEQISSQTGNKVHAIQCDVRDPDMVQNTVSELIKVAGHPNIVINNAAGNFISPTERLSPNAWKTITDIVLNGTAFVTLEIGKQLIKAQKGAAFLSITTIYAETGSGFVVPSASAKAGVEAMSKSLAAEWGKYGMRFNVIQPGPIKTKGAFSRLDPTGTFEKEMIGRIPCGRLGTVEELANLAAFLCSDYASWINGAVIKFD.... Result: 0 (no interaction). (2) The miRNA is hsa-miR-6790-3p with sequence CGACCUCGGCGACCCCUCACU. The protein sequence of the target gene is MHKLKSSQKDKVRQFMACTQAGERTAIYCLTQNEWRLDEATDSFFQNPDSLHRESMRNAVDKKKLERLYGRYKDPQDENKIGVDGIQQFCDDLSLDPASISVLVIAWKFRAATQCEFSRKEFLDGMTELGCDSMEKLKALLPRLEQELKDTAKFKDFYQFTFTFAKNPGQKGLDLEMAVAYWKLVLSGRFKFLDLWNTFLMEHHKRSIPRDTWNLLLDFGNMIADDMSNYDEEGAWPVLIDDFVEYARPVVTGGKRSLF. Result: 1 (interaction).